Task: Predict the reaction yield, written as a fraction of the theoretical maximum amount of product (1.0 means a 100% yield; for example, 0.34 means a 34% yield).. Dataset: Reaction yield outcomes from USPTO patents with 853,638 reactions The product is [CH3:1][O:2][C:3]([C:5]1[C:10]([Cl:11])=[C:9]([NH2:12])[N:8]=[C:7]([C:13]2[CH:18]=[CH:17][C:16]([Cl:19])=[C:15]([S:20]([CH3:21])=[O:26])[C:14]=2[F:22])[N:6]=1)=[O:4]. The catalyst is C(O)C(F)(F)F. The reactants are [CH3:1][O:2][C:3]([C:5]1[C:10]([Cl:11])=[C:9]([NH2:12])[N:8]=[C:7]([C:13]2[CH:18]=[CH:17][C:16]([Cl:19])=[C:15]([S:20][CH3:21])[C:14]=2[F:22])[N:6]=1)=[O:4].OO.S([O-])([O-])=[O:26].[Na+].[Na+]. The yield is 0.850.